Dataset: Full USPTO retrosynthesis dataset with 1.9M reactions from patents (1976-2016). Task: Predict the reactants needed to synthesize the given product. (1) Given the product [CH3:1][N:2]1[C:6]2[CH:7]=[CH:8][CH:9]=[CH:10][C:5]=2[N:4]=[C:3]1[C:11]1[CH:16]=[CH:15][CH:14]=[C:13]([N:17]2[CH2:18][CH2:19][N:20]([CH2:23][CH:25]3[CH2:30][O:29][CH2:28][CH2:27][N:26]3[CH3:31])[CH2:21][CH2:22]2)[CH:12]=1, predict the reactants needed to synthesize it. The reactants are: [CH3:1][N:2]1[C:6]2[CH:7]=[CH:8][CH:9]=[CH:10][C:5]=2[N:4]=[C:3]1[C:11]1[CH:12]=[C:13]([N:17]2[CH2:22][CH2:21][N:20]([C:23]([CH:25]3[CH2:30][O:29][CH2:28][CH2:27][N:26]3[CH3:31])=O)[CH2:19][CH2:18]2)[CH:14]=[CH:15][CH:16]=1.[H-].[Al+3].[Li+].[H-].[H-].[H-]. (2) Given the product [CH2:26]([C@H:11]1[C@H:10]([CH2:9][O:8][Si:1]([C:4]([CH3:7])([CH3:5])[CH3:6])([CH3:3])[CH3:2])[CH2:14][N:13]([C@@H:15]([C:17]2[CH:18]=[CH:19][CH:20]=[CH:21][CH:22]=2)[CH3:16])[C:12]1=[O:23])[CH:25]=[CH2:24], predict the reactants needed to synthesize it. The reactants are: [Si:1]([O:8][CH2:9][C@@H:10]1[CH2:14][N:13]([C@@H:15]([C:17]2[CH:22]=[CH:21][CH:20]=[CH:19][CH:18]=2)[CH3:16])[C:12](=[O:23])[CH2:11]1)([C:4]([CH3:7])([CH3:6])[CH3:5])([CH3:3])[CH3:2].[CH2:24](Br)[CH:25]=[CH2:26].C[Si](C)(C)[N-][Si](C)(C)C.[Li+]. (3) Given the product [Cl:1][C:2]1[CH:7]=[CH:6][C:5]([Cl:8])=[CH:4][C:3]=1[C:31]#[C:30][CH2:29][OH:32], predict the reactants needed to synthesize it. The reactants are: [Cl:1][C:2]1[CH:7]=[CH:6][C:5]([Cl:8])=[CH:4][C:3]=1I.C1(P(C2C=CC=CC=2)C2C=CC=CC=2)C=CC=CC=1.[CH2:29]([OH:32])[C:30]#[CH:31].C(N(C(C)C)CC)(C)C. (4) Given the product [N:35]1([C:41]([N:25]2[CH2:24][CH:23]=[C:22]([C:17]3[CH:18]=[CH:19][CH:20]=[CH:21][C:16]=3[NH:15][C:13]([C:11]3[N:12]=[C:8]([C:2]4[CH:7]=[CH:6][CH:5]=[CH:4][CH:3]=4)[S:9][CH:10]=3)=[O:14])[CH2:27][CH2:26]2)=[O:42])[CH2:40][CH2:39][O:38][CH2:37][CH2:36]1, predict the reactants needed to synthesize it. The reactants are: Cl.[C:2]1([C:8]2[S:9][CH:10]=[C:11]([C:13]([NH:15][C:16]3[CH:21]=[CH:20][CH:19]=[CH:18][C:17]=3[C:22]3[CH2:23][CH2:24][NH:25][CH2:26][CH:27]=3)=[O:14])[N:12]=2)[CH:7]=[CH:6][CH:5]=[CH:4][CH:3]=1.C(N(CC)CC)C.[N:35]1([C:41](Cl)=[O:42])[CH2:40][CH2:39][O:38][CH2:37][CH2:36]1.O. (5) Given the product [O:1]1[C:5]([C:6]2[CH:30]=[CH:29][C:9]([CH2:10][N:11]3[C:27](=[O:28])[N:14]4[N:15]=[CH:16][C:17]([C:20]5[CH:21]=[CH:22][C:23]([Cl:26])=[CH:24][CH:25]=5)=[C:18]([C:31]5[CH:36]=[CH:35][CH:34]=[CH:33][CH:32]=5)[C:13]4=[N:12]3)=[CH:8][CH:7]=2)=[CH:4][CH:3]=[N:2]1, predict the reactants needed to synthesize it. The reactants are: [O:1]1[C:5]([C:6]2[CH:30]=[CH:29][C:9]([CH2:10][N:11]3[C:27](=[O:28])[N:14]4[N:15]=[CH:16][C:17]([C:20]5[CH:25]=[CH:24][C:23]([Cl:26])=[CH:22][CH:21]=5)=[C:18](Cl)[C:13]4=[N:12]3)=[CH:8][CH:7]=2)=[CH:4][CH:3]=[N:2]1.[C:31]1(B(O)O)[CH:36]=[CH:35][CH:34]=[CH:33][CH:32]=1.C([O-])([O-])=O.[Na+].[Na+]. (6) Given the product [C:1]([O:5][C:6]([N:8]([C:13]1[CH:14]=[C:15]2[C:19](=[CH:20][CH:21]=1)[N:18]([CH2:22][C:23]([O:25][C@H:34]([C:36]1[CH:41]=[CH:40][C:39]([O:42][CH:43]([F:44])[F:45])=[C:38]([O:46][CH2:47][CH:48]3[CH2:49][CH2:50]3)[CH:37]=1)[CH2:33][C:32]1[C:31]([Cl:51])=[CH:30][N+:29]([O-:52])=[CH:28][C:27]=1[Cl:26])=[O:24])[CH:17]=[CH:16]2)[S:9]([CH3:12])(=[O:11])=[O:10])=[O:7])([CH3:4])([CH3:2])[CH3:3], predict the reactants needed to synthesize it. The reactants are: [C:1]([O:5][C:6]([N:8]([C:13]1[CH:14]=[C:15]2[C:19](=[CH:20][CH:21]=1)[N:18]([CH2:22][C:23]([OH:25])=[O:24])[CH:17]=[CH:16]2)[S:9]([CH3:12])(=[O:11])=[O:10])=[O:7])([CH3:4])([CH3:3])[CH3:2].[Cl:26][C:27]1[CH:28]=[N+:29]([O-:52])[CH:30]=[C:31]([Cl:51])[C:32]=1[CH2:33][C@@H:34]([C:36]1[CH:41]=[CH:40][C:39]([O:42][CH:43]([F:45])[F:44])=[C:38]([O:46][CH2:47][CH:48]2[CH2:50][CH2:49]2)[CH:37]=1)O.C(Cl)CCl.Cl. (7) Given the product [CH:1]1([S:6][CH:7]([C:11]2[CH:16]=[CH:15][C:14]([S:17]([CH3:20])(=[O:19])=[O:18])=[CH:13][CH:12]=2)[C:8]([NH:21][C:22]2[CH:27]=[CH:26][CH:25]=[CH:24][N:23]=2)=[O:10])[CH2:2][CH2:3][CH2:4][CH2:5]1, predict the reactants needed to synthesize it. The reactants are: [CH:1]1([S:6][CH:7]([C:11]2[CH:16]=[CH:15][C:14]([S:17]([CH3:20])(=[O:19])=[O:18])=[CH:13][CH:12]=2)[C:8]([OH:10])=O)[CH2:5][CH2:4][CH2:3][CH2:2]1.[NH2:21][C:22]1[CH:27]=[CH:26][CH:25]=[CH:24][N:23]=1. (8) Given the product [CH2:27]([O:29][C:30]1[CH:31]=[CH:32][C:33]([C@@H:36]2[CH2:26][C@H:25]2[NH:22][C:23](=[O:7])[O:46][C:42]([CH3:45])([CH3:44])[CH3:43])=[CH:34][CH:35]=1)[CH3:28], predict the reactants needed to synthesize it. The reactants are: C1([O:7]P(N=[N+]=[N-])(=O)OC2C=CC=CC=2)C=CC=CC=1.C([N:22]([CH2:25][CH3:26])[CH2:23]C)C.[CH2:27]([O:29][C:30]1[CH:35]=[CH:34][C:33]([C@@H:36]2C[C@H]2C(O)=O)=[CH:32][CH:31]=1)[CH3:28].[C:42]([OH:46])([CH3:45])([CH3:44])[CH3:43]. (9) Given the product [BrH:9].[CH3:1][C:2]1[N:3]([CH2:10][CH2:11][O:12][C:13]2[CH:18]=[CH:17][CH:16]=[CH:15][CH:14]=2)[C:4](=[NH:8])[S:5][C:6]=1[CH3:7], predict the reactants needed to synthesize it. The reactants are: [CH3:1][C:2]1[N:3]=[C:4]([NH2:8])[S:5][C:6]=1[CH3:7].[Br:9][CH2:10][CH2:11][O:12][C:13]1[CH:18]=[CH:17][CH:16]=[CH:15][CH:14]=1.